From a dataset of Full USPTO retrosynthesis dataset with 1.9M reactions from patents (1976-2016). Predict the reactants needed to synthesize the given product. (1) Given the product [CH2:18]([O:9][C:3]1[CH:4]=[CH:5][C:6]([F:8])=[CH:7][C:2]=1[Br:1])[CH:17]=[CH2:16], predict the reactants needed to synthesize it. The reactants are: [Br:1][C:2]1[CH:7]=[C:6]([F:8])[CH:5]=[CH:4][C:3]=1[OH:9].C(=O)([O-])[O-].[K+].[K+].[CH2:16](Br)[CH:17]=[CH2:18].O. (2) Given the product [Cl:1][C:2]1[CH:7]=[CH:6][C:5]([S:8]([N:11]([CH:12]2[CH2:18][C:17]([CH3:19])([CH3:20])[CH2:16][CH2:15][NH:14][C:13]2=[O:21])[CH2:22][C:23]2[CH:28]=[CH:27][C:26]([C:29]3[N:33]=[N:34][NH:35][N:30]=3)=[CH:25][CH:24]=2)(=[O:9])=[O:10])=[CH:4][CH:3]=1, predict the reactants needed to synthesize it. The reactants are: [Cl:1][C:2]1[CH:7]=[CH:6][C:5]([S:8]([N:11]([CH2:22][C:23]2[CH:28]=[CH:27][C:26]([C:29]#[N:30])=[CH:25][CH:24]=2)[CH:12]2[CH2:18][C:17]([CH3:20])([CH3:19])[CH2:16][CH2:15][NH:14][C:13]2=[O:21])(=[O:10])=[O:9])=[CH:4][CH:3]=1.[Cl-].[NH4+].[N-:33]=[N+:34]=[N-:35].[Na+].Cl. (3) Given the product [Br:18][C:5]1([OH:15])[C:4]2[C:9](=[CH:10][CH:11]=[C:2]([Cl:1])[CH:3]=2)[N:8]=[CH:7][CH2:6]1, predict the reactants needed to synthesize it. The reactants are: [Cl:1][C:2]1[CH:3]=[C:4]2[C:9](=[CH:10][CH:11]=1)[N:8]=[CH:7][C:6]([N+]([O-])=O)=[C:5]2[OH:15].P(Br)(Br)([Br:18])=O. (4) Given the product [CH2:15]([C@H:14]1[C@H:10]2[CH2:9][C:8]3[NH:7][C:6]([C:4]([OH:5])=[O:3])=[CH:13][C:12]=3[C@@H:11]12)[CH2:16][C:17]1[CH:18]=[CH:19][CH:20]=[CH:21][CH:22]=1, predict the reactants needed to synthesize it. The reactants are: C([O:3][C:4]([C:6]1[NH:7][C:8]2[CH2:9][C@@H:10]3[C@H:14]([CH2:15][CH2:16][C:17]4[CH:22]=[CH:21][CH:20]=[CH:19][CH:18]=4)[C@@H:11]3[C:12]=2[CH:13]=1)=[O:5])C.[OH-].[Li+].CO. (5) Given the product [Cl:8][C:9]1[CH:14]=[CH:13][C:12]([O:15][CH2:16][CH3:17])=[CH:11][C:10]=1[C:18]1[CH:19]=[CH:20][C:21]([C:41]([O:43][CH3:44])=[O:42])=[N:22][C:23]=1[C:24]1[CH:29]=[CH:28][C:27]([Cl:30])=[C:26]([OH:31])[CH:25]=1, predict the reactants needed to synthesize it. The reactants are: FC(F)(F)C(O)=O.[Cl:8][C:9]1[CH:14]=[CH:13][C:12]([O:15][CH2:16][CH3:17])=[CH:11][C:10]=1[C:18]1[CH:19]=[CH:20][C:21]([C:41]([O:43][CH3:44])=[O:42])=[N:22][C:23]=1[C:24]1[CH:29]=[CH:28][C:27]([Cl:30])=[C:26]([O:31]CC2C=CC(OC)=CC=2)[CH:25]=1. (6) Given the product [Cl:1][C:2]1[CH:7]=[C:6]2[C:5]([NH:17][C:13](=[O:14])[C:9]3[N:8]2[CH:12]=[CH:11][CH:10]=3)=[CH:4][CH:3]=1, predict the reactants needed to synthesize it. The reactants are: [Cl:1][C:2]1[CH:3]=[CH:4][C:5]([N+:17]([O-])=O)=[C:6]([N:8]2[CH:12]=[CH:11][CH:10]=[C:9]2[C:13](OC)=[O:14])[CH:7]=1. (7) The reactants are: [OH-].[Na+].C[O:4][C:5](=[O:33])[CH2:6][C:7]1[C:15]2[C:10](=[N:11][C:12]([Cl:16])=[CH:13][CH:14]=2)[N:9]([CH2:17][C:18]2[CH:23]=[CH:22][C:21]([S:24]([CH3:27])(=[O:26])=[O:25])=[CH:20][C:19]=2[C:28]([F:31])([F:30])[F:29])[C:8]=1[CH3:32]. Given the product [Cl:16][C:12]1[N:11]=[C:10]2[N:9]([CH2:17][C:18]3[CH:23]=[CH:22][C:21]([S:24]([CH3:27])(=[O:26])=[O:25])=[CH:20][C:19]=3[C:28]([F:29])([F:31])[F:30])[C:8]([CH3:32])=[C:7]([CH2:6][C:5]([OH:33])=[O:4])[C:15]2=[CH:14][CH:13]=1, predict the reactants needed to synthesize it. (8) Given the product [C:1]1([CH2:13][CH2:14][NH:15][C:23](=[O:25])[CH3:24])[CH:2]=[N:3][N:4]2[CH:9]=[CH:8][C:7]3[O:10][CH2:11][CH2:12][C:6]=3[C:5]=12, predict the reactants needed to synthesize it. The reactants are: [C:1]1([CH2:13][CH2:14][NH2:15])[CH:2]=[N:3][N:4]2[CH:9]=[CH:8][C:7]3[O:10][CH2:11][CH2:12][C:6]=3[C:5]=12.C(N(CC)CC)C.[C:23](OC(=O)C)(=[O:25])[CH3:24].C(=O)([O-])O.[Na+].